From a dataset of Forward reaction prediction with 1.9M reactions from USPTO patents (1976-2016). Predict the product of the given reaction. (1) Given the reactants [NH2:1][CH2:2][C:3]1[CH:4]=[C:5]([OH:9])[CH:6]=[CH:7][CH:8]=1.C(N(CC)C(C)C)(C)C.[C:19]([O:23][C:24](O[C:24]([O:23][C:19]([CH3:22])([CH3:21])[CH3:20])=[O:25])=[O:25])([CH3:22])([CH3:21])[CH3:20], predict the reaction product. The product is: [OH:9][C:5]1[CH:4]=[C:3]([CH:8]=[CH:7][CH:6]=1)[CH2:2][NH:1][C:24](=[O:25])[O:23][C:19]([CH3:22])([CH3:21])[CH3:20]. (2) The product is: [F:1][C:2]1[CH:3]=[CH:4][C:5]([CH2:6][N:7]2[C:11]3=[CH:12][N:13]=[C:14]([C:16]([N:25]([OH:26])[CH:22]([CH3:24])[CH3:23])=[O:18])[CH:15]=[C:10]3[CH:9]=[CH:8]2)=[CH:19][CH:20]=1. Given the reactants [F:1][C:2]1[CH:20]=[CH:19][C:5]([CH2:6][N:7]2[C:11]3=[CH:12][N:13]=[C:14]([C:16]([OH:18])=O)[CH:15]=[C:10]3[CH:9]=[CH:8]2)=[CH:4][CH:3]=1.Cl.[CH:22]([NH:25][OH:26])([CH3:24])[CH3:23], predict the reaction product. (3) Given the reactants [Cl:1][C:2]1[CH:7]=[C:6]([F:8])[CH:5]=[C:4]([Cl:9])[C:3]=1[N:10]1[CH:18]=[C:13]2[CH:14]=[N:15][CH:16]=[CH:17][C:12]2=[N:11]1.C1C=C(Cl)C=C(C(OO)=[O:27])C=1.S([O-])([O-])(=O)=S.[Na+].[Na+], predict the reaction product. The product is: [Cl:1][C:2]1[CH:7]=[C:6]([F:8])[CH:5]=[C:4]([Cl:9])[C:3]=1[N:10]1[CH:18]=[C:13]2[CH:14]=[N+:15]([O-:27])[CH:16]=[CH:17][C:12]2=[N:11]1. (4) Given the reactants [Br:1][C:2]1[CH:10]=[CH:9][C:5]([CH:6]([NH2:8])[CH3:7])=[CH:4][CH:3]=1.[N:11]1[CH:16]=[CH:15][CH:14]=[C:13]([CH:17]=O)[CH:12]=1.C(O[BH-](OC(=O)C)OC(=O)C)(=O)C.[Na+], predict the reaction product. The product is: [Br:1][C:2]1[CH:10]=[CH:9][C:5]([CH:6]([NH:8][CH2:17][C:13]2[CH:12]=[N:11][CH:16]=[CH:15][CH:14]=2)[CH3:7])=[CH:4][CH:3]=1. (5) The product is: [N:7]1([CH:5]([CH3:6])[C:4]([NH:13][NH2:14])=[O:3])[CH2:11][CH2:10][CH2:9][CH2:8]1. Given the reactants C([O:3][C:4](=O)[CH:5]([N:7]1[CH2:11][CH2:10][CH2:9][CH2:8]1)[CH3:6])C.[NH2:13][NH2:14], predict the reaction product.